Dataset: Reaction yield outcomes from USPTO patents with 853,638 reactions. Task: Predict the reaction yield, written as a fraction of the theoretical maximum amount of product (1.0 means a 100% yield; for example, 0.34 means a 34% yield). (1) The reactants are Cl[C:2]1[N:3]=[CH:4][CH:5]=[C:6]2[CH:10]=[CH:9][NH:8][C:7]=12. The catalyst is CCO.[Pd]. The product is [NH:8]1[C:7]2=[CH:2][N:3]=[CH:4][CH:5]=[C:6]2[CH:10]=[CH:9]1. The yield is 0.750. (2) The reactants are [F:1][C:2]1[CH:7]=[CH:6][C:5]([N+:8]([O-])=O)=[CH:4][C:3]=1[C:11]1[CH:16]=[CH:15][CH:14]=[CH:13][C:12]=1[S:17][CH3:18].O.O.[Sn](Cl)Cl. The catalyst is O1CCCC1.C(O)C. The product is [F:1][C:2]1[CH:7]=[CH:6][C:5]([NH2:8])=[CH:4][C:3]=1[C:11]1[CH:16]=[CH:15][CH:14]=[CH:13][C:12]=1[S:17][CH3:18]. The yield is 0.980. (3) The reactants are CO[C:3](=[O:20])[CH:4]([C:12]1[CH:17]=[CH:16][C:15]([Cl:18])=[C:14]([Cl:19])[CH:13]=1)[CH2:5][CH:6]1[CH2:10][CH2:9][CH:8]([F:11])[CH2:7]1.[NH2:21][C:22]1[S:23][CH:24]=[CH:25][N:26]=1.C[O-].[Mg+2].C[O-].CO. No catalyst specified. The product is [Cl:19][C:14]1[CH:13]=[C:12]([CH:4]([CH2:5][CH:6]2[CH2:10][CH2:9][CH:8]([F:11])[CH2:7]2)[C:3]([NH:21][C:22]2[S:23][CH:24]=[CH:25][N:26]=2)=[O:20])[CH:17]=[CH:16][C:15]=1[Cl:18]. The yield is 0.0270. (4) The reactants are [Cl:1][C:2]1[CH:3]=[C:4]([S:8](N2CCN(C3C(Cl)=CN=CC=3Cl)CC2)(=[O:10])=[O:9])[CH:5]=[CH:6][CH:7]=1.[Cl:25]C1C=NC=C(Cl)C=1N1CCNCC1. No catalyst specified. The product is [Cl:1][C:2]1[CH:3]=[C:4]([S:8]([Cl:25])(=[O:10])=[O:9])[CH:5]=[CH:6][CH:7]=1. The yield is 0.660. (5) The reactants are [Cl:1][C:2]1[CH:3]=[C:4]2[C:9](=[CH:10][CH:11]=1)[C@@:8]1([CH2:17][O:16][C:15]3[CH:18]=[CH:19][C:20]([C:22]([O:24]C)=[O:23])=[CH:21][C:14]=3[N:13]([CH2:26][C@@H:27]3[CH2:30][CH2:29][C@H:28]3[C@@H:31]([OH:37])/[CH:32]=[CH:33]/[CH2:34][CH2:35][CH3:36])[CH2:12]1)[CH2:7][CH2:6][CH2:5]2.O[Li].O. The catalyst is CO.C1COCC1. The product is [Cl:1][C:2]1[CH:3]=[C:4]2[C:9](=[CH:10][CH:11]=1)[C@@:8]1([CH2:17][O:16][C:15]3[CH:18]=[CH:19][C:20]([C:22]([OH:24])=[O:23])=[CH:21][C:14]=3[N:13]([CH2:26][C@@H:27]3[CH2:30][CH2:29][C@H:28]3[C@@H:31]([OH:37])/[CH:32]=[CH:33]/[CH2:34][CH2:35][CH3:36])[CH2:12]1)[CH2:7][CH2:6][CH2:5]2. The yield is 0.950. (6) The reactants are C([O:3][C:4](=[O:23])[CH2:5][CH2:6][CH2:7][O:8][C:9]1[CH:14]=[CH:13][C:12]([C:15]2[CH:20]=[CH:19][C:18]([C:21]#[N:22])=[CH:17][CH:16]=2)=[CH:11][CH:10]=1)C.[OH-].[Na+].CO. The catalyst is C1COCC1.O. The product is [C:21]([C:18]1[CH:17]=[CH:16][C:15]([C:12]2[CH:13]=[CH:14][C:9]([O:8][CH2:7][CH2:6][CH2:5][C:4]([OH:23])=[O:3])=[CH:10][CH:11]=2)=[CH:20][CH:19]=1)#[N:22]. The yield is 0.760. (7) The reactants are [O:1]=[C:2]1[CH2:10][C:9]2[C:4](=[CH:5][CH:6]=[C:7]([C:11]#[N:12])[CH:8]=2)[NH:3]1.[OH-:13].[Na+]. The catalyst is S(=O)(=O)(O)O. The product is [O:1]=[C:2]1[CH2:10][C:9]2[C:4](=[CH:5][CH:6]=[C:7]([C:11]([NH2:12])=[O:13])[CH:8]=2)[NH:3]1. The yield is 0.830. (8) The reactants are [Cl:1][C:2]1[CH:3]=[C:4]([C:9](=O)[CH3:10])[CH:5]=[CH:6][C:7]=1[Cl:8].[NH2:12][C:13]([NH2:15])=[S:14]. No catalyst specified. The product is [NH2:15][C:13]1[S:14][CH:10]=[C:9]([C:4]2[CH:5]=[CH:6][C:7]([Cl:8])=[C:2]([Cl:1])[CH:3]=2)[N:12]=1. The yield is 0.778. (9) The product is [Br:1][C:19]1[C:20]([CH:30]2[CH2:31][CH2:32][CH2:33][CH2:34][CH2:35]2)=[CH:21][C:22]([CH:24]2[CH2:29][CH2:28][CH2:27][CH2:26][CH2:25]2)=[CH:23][C:18]=1[CH:12]1[CH2:17][CH2:16][CH2:15][CH2:14][CH2:13]1. The catalyst is C(Cl)Cl. The reactants are [Br:1]N1C(=O)CCC1=O.C(#N)C.[CH:12]1([C:18]2[CH:23]=[C:22]([CH:24]3[CH2:29][CH2:28][CH2:27][CH2:26][CH2:25]3)[CH:21]=[C:20]([CH:30]3[CH2:35][CH2:34][CH2:33][CH2:32][CH2:31]3)[CH:19]=2)[CH2:17][CH2:16][CH2:15][CH2:14][CH2:13]1. The yield is 0.810.